From a dataset of Full USPTO retrosynthesis dataset with 1.9M reactions from patents (1976-2016). Predict the reactants needed to synthesize the given product. (1) Given the product [CH2:3]([O:7][C:9]1[CH:14]=[C:13]([O:15][CH:16]([C:18]2([CH3:21])[CH2:20][CH2:19]2)[CH3:17])[N:12]=[CH:11][N:10]=1)[C:4]#[C:5][CH3:6], predict the reactants needed to synthesize it. The reactants are: [H-].[Na+].[CH2:3]([OH:7])[C:4]#[C:5][CH3:6].Cl[C:9]1[CH:14]=[C:13]([O:15][CH:16]([C:18]2([CH3:21])[CH2:20][CH2:19]2)[CH3:17])[N:12]=[CH:11][N:10]=1.[Cl-].[NH4+]. (2) Given the product [F:3][C:4]1[CH:13]=[C:12]2[C:7]([CH:8]=[C:9]([N:20]3[CH2:25][CH2:24][N:23]([CH3:26])[CH2:22][CH2:21]3)[N:10]=[C:11]2[CH2:14][C:15]([NH2:36])=[O:17])=[CH:6][CH:5]=1, predict the reactants needed to synthesize it. The reactants are: [OH-].[Na+].[F:3][C:4]1[CH:13]=[C:12]2[C:7]([CH:8]=[C:9]([N:20]3[CH2:25][CH2:24][N:23]([CH3:26])[CH2:22][CH2:21]3)[N:10]=[C:11]2[CH2:14][C:15]([O:17]CC)=O)=[CH:6][CH:5]=1.Cl.F[P-](F)(F)(F)(F)F.C[N:36](C(=[N+](C)C)ON1C2=NC=CC=C2N=N1)C.N.